Dataset: Peptide-MHC class II binding affinity with 134,281 pairs from IEDB. Task: Regression. Given a peptide amino acid sequence and an MHC pseudo amino acid sequence, predict their binding affinity value. This is MHC class II binding data. (1) The peptide sequence is HSLLRTQRLHKFLVC. The MHC is HLA-DQA10401-DQB10402 with pseudo-sequence HLA-DQA10401-DQB10402. The binding affinity (normalized) is 0.0947. (2) The peptide sequence is GNVWEVKSSKPLVGP. The MHC is DRB1_0802 with pseudo-sequence DRB1_0802. The binding affinity (normalized) is 0.448. (3) The peptide sequence is ATVATAPEVKYTVFETALKKAITAMS. The MHC is DRB1_0405 with pseudo-sequence DRB1_0405. The binding affinity (normalized) is 0.565. (4) The binding affinity (normalized) is 0.360. The MHC is DRB1_0101 with pseudo-sequence DRB1_0101. The peptide sequence is NKICTSKGDSARVTV. (5) The peptide sequence is ISLLPQEDMIDLHTV. The binding affinity (normalized) is 0.380. The MHC is DRB1_0101 with pseudo-sequence DRB1_0101. (6) The peptide sequence is EKKYTAATQFEPLAA. The MHC is HLA-DQA10101-DQB10501 with pseudo-sequence HLA-DQA10101-DQB10501. The binding affinity (normalized) is 0.411. (7) The peptide sequence is ELKESWGAIWRIDTP. The MHC is DRB4_0101 with pseudo-sequence DRB4_0103. The binding affinity (normalized) is 0.273. (8) The peptide sequence is YDEPMTPGQCNMVVE. The MHC is HLA-DPA10201-DPB10101 with pseudo-sequence HLA-DPA10201-DPB10101. The binding affinity (normalized) is 0.0341.